Dataset: Peptide-MHC class II binding affinity with 134,281 pairs from IEDB. Task: Regression. Given a peptide amino acid sequence and an MHC pseudo amino acid sequence, predict their binding affinity value. This is MHC class II binding data. (1) The binding affinity (normalized) is 0.152. The MHC is HLA-DQA10201-DQB10301 with pseudo-sequence HLA-DQA10201-DQB10301. The peptide sequence is GCAINFGKRELKCGD. (2) The peptide sequence is AFKHAATAANAAPAN. The MHC is DRB1_0401 with pseudo-sequence DRB1_0401. The binding affinity (normalized) is 0.651. (3) The peptide sequence is NAQRFGISNYCQI. The MHC is HLA-DPA10201-DPB11401 with pseudo-sequence HLA-DPA10201-DPB11401. The binding affinity (normalized) is 0.358. (4) The peptide sequence is DVDIIVDARLDLSST. The MHC is DRB5_0101 with pseudo-sequence DRB5_0101. The binding affinity (normalized) is 0.272. (5) The peptide sequence is SSLIKSTIQVKRREG. The MHC is DRB1_0101 with pseudo-sequence DRB1_0101. The binding affinity (normalized) is 0.437. (6) The peptide sequence is VTMNDVKIEYSGTNN. The MHC is DRB1_0101 with pseudo-sequence DRB1_0101. The binding affinity (normalized) is 0.447. (7) The peptide sequence is LPINALSNSLLRHHNLVYST. The MHC is DRB1_0404 with pseudo-sequence DRB1_0404. The binding affinity (normalized) is 0.424. (8) The peptide sequence is ALIAAFSIRPGLLIG. The MHC is HLA-DQA10201-DQB10402 with pseudo-sequence HLA-DQA10201-DQB10402. The binding affinity (normalized) is 1.00. (9) The binding affinity (normalized) is 0.207. The peptide sequence is IMLLAYYIAAVNIES. The MHC is DRB1_0901 with pseudo-sequence DRB1_0901.